This data is from Full USPTO retrosynthesis dataset with 1.9M reactions from patents (1976-2016). The task is: Predict the reactants needed to synthesize the given product. The reactants are: [Mg].Br[C:3]1[CH:4]=[CH:5][C:6]2[O:10][CH:9]=[CH:8][C:7]=2[CH:11]=1.[Cl:12][C:13]1[CH:21]=[C:20]([Cl:22])[CH:19]=[C:18]2[C:14]=1[C:15](=[O:24])[C:16](=[O:23])[NH:17]2.O. Given the product [OH:24][C:15]1([C:3]2[CH:4]=[CH:5][C:6]3[O:10][CH:9]=[CH:8][C:7]=3[CH:11]=2)[C:14]2[C:18](=[CH:19][C:20]([Cl:22])=[CH:21][C:13]=2[Cl:12])[NH:17][C:16]1=[O:23], predict the reactants needed to synthesize it.